From a dataset of Full USPTO retrosynthesis dataset with 1.9M reactions from patents (1976-2016). Predict the reactants needed to synthesize the given product. (1) Given the product [N:21]1([C:19]([C:17]2[CH:18]=[C:14]([CH:10]3[CH2:11][CH2:12][CH2:13][NH:8][CH2:9]3)[S:15][CH:16]=2)=[O:20])[CH2:22][CH2:23][CH2:24][CH2:25][CH2:26][CH2:27]1, predict the reactants needed to synthesize it. The reactants are: C(OC([N:8]1[CH2:13][CH2:12][CH2:11][CH:10]([C:14]2[S:15][CH:16]=[C:17]([C:19]([N:21]3[CH2:27][CH2:26][CH2:25][CH2:24][CH2:23][CH2:22]3)=[O:20])[CH:18]=2)[CH2:9]1)=O)(C)(C)C. (2) Given the product [Br:5][C:6]1[CH:7]=[C:8]([N:12]2[C:20]3[C:15](=[CH:16][C:17]([CH2:21][Cl:27])=[CH:18][CH:19]=3)[C:14]([C:23]([O:25][CH3:26])=[O:24])=[N:13]2)[CH:9]=[CH:10][CH:11]=1, predict the reactants needed to synthesize it. The reactants are: S(Cl)(Cl)=O.[Br:5][C:6]1[CH:7]=[C:8]([N:12]2[C:20]3[C:15](=[CH:16][C:17]([CH2:21]O)=[CH:18][CH:19]=3)[C:14]([C:23]([O:25][CH3:26])=[O:24])=[N:13]2)[CH:9]=[CH:10][CH:11]=1.[Cl:27]CCl. (3) Given the product [C:26]1([C:14]2[C:13]([CH2:4][C:3]3[CH:6]=[C:7]([CH:8]=[CH:1][CH:2]=3)[C:32]([O:33][CH3:38])=[O:35])=[C:17]3[CH:18]=[CH:19][CH:20]=[C:21]([Si:22]([CH3:25])([CH3:24])[CH3:23])[N:16]3[N:15]=2)[CH:31]=[CH:30][CH:29]=[CH:28][CH:27]=1, predict the reactants needed to synthesize it. The reactants are: [CH2:1]([Li])[CH2:2][CH2:3][CH3:4].[CH3:6][CH2:7][CH2:8]CCC.Br[C:13]1[C:14]([C:26]2[CH:31]=[CH:30][CH:29]=[CH:28][CH:27]=2)=[N:15][N:16]2[C:21]([Si:22]([CH3:25])([CH3:24])[CH3:23])=[CH:20][CH:19]=[CH:18][C:17]=12.[C:32](=[O:35])(O)[O-:33].[Na+].O1CCC[CH2:38]1. (4) Given the product [CH2:8]([O:10][C:11](=[O:24])[C:12]([CH:1]1[CH2:5][CH2:4][CH2:3][CH2:2]1)([OH:23])[CH2:13][C:14]([CH3:15])([C:16]1[CH:21]=[CH:20][CH:19]=[CH:18][CH:17]=1)[CH3:22])[CH3:9], predict the reactants needed to synthesize it. The reactants are: [CH:1]1([Mg]Cl)[CH2:5][CH2:4][CH2:3][CH2:2]1.[CH2:8]([O:10][C:11](=[O:24])[C:12](=[O:23])[CH2:13][C:14]([CH3:22])([C:16]1[CH:21]=[CH:20][CH:19]=[CH:18][CH:17]=1)[CH3:15])[CH3:9].[NH4+].[Cl-]. (5) Given the product [CH3:13][C:12]1[CH:11]=[CH:10][C:7]2[C:2](=[C:3]([CH3:9])[C:4]([OH:8])=[CH:5][CH:6]=2)[N:1]=1, predict the reactants needed to synthesize it. The reactants are: [NH2:1][C:2]1[C:3]([CH3:9])=[C:4]([OH:8])[CH:5]=[CH:6][CH:7]=1.[CH:10](=O)/[CH:11]=[CH:12]/[CH3:13].[OH-].[NH4+]. (6) Given the product [CH3:11][C:12]1[CH:17]=[C:16]([CH3:18])[CH:15]=[CH:14][C:13]=1[C:2]1[CH:7]=[CH:6][N:5]=[C:4]2[NH:8][CH:9]=[CH:10][C:3]=12, predict the reactants needed to synthesize it. The reactants are: Cl[C:2]1[CH:7]=[CH:6][N:5]=[C:4]2[NH:8][CH:9]=[CH:10][C:3]=12.[CH3:11][C:12]1[CH:17]=[C:16]([CH3:18])[CH:15]=[CH:14][C:13]=1B(O)O.[F-].[K+]. (7) Given the product [NH2:1][C:2]1[N:7]=[CH:6][C:5]([CH:8]=[CH:9][C:10]([N:12]([CH2:14][C:15]2[C:23]3[C:18](=[C:19]([C:24]([OH:26])=[O:25])[CH:20]=[CH:21][CH:22]=3)[N:17]([CH3:28])[CH:16]=2)[CH3:13])=[O:11])=[CH:4][CH:3]=1, predict the reactants needed to synthesize it. The reactants are: [NH2:1][C:2]1[N:7]=[CH:6][C:5](/[CH:8]=[CH:9]/[C:10]([N:12]([CH2:14][C:15]2[C:23]3[C:18](=[C:19]([C:24]([O:26]C)=[O:25])[CH:20]=[CH:21][CH:22]=3)[N:17]([CH3:28])[CH:16]=2)[CH3:13])=[O:11])=[CH:4][CH:3]=1.O1CCCC1.[Li+].[OH-].